From a dataset of Catalyst prediction with 721,799 reactions and 888 catalyst types from USPTO. Predict which catalyst facilitates the given reaction. (1) Reactant: [Br:1][C:2]1[CH:3]=[C:4]([CH:8]=[C:9]([Br:11])[CH:10]=1)[C:5]([OH:7])=O.C[Li].[CH3:14]COC(C)=O.Cl. Product: [Br:11][C:9]1[CH:8]=[C:4]([C:5](=[O:7])[CH3:14])[CH:3]=[C:2]([Br:1])[CH:10]=1. The catalyst class is: 28. (2) Reactant: [CH3:1][C:2]([O-:5])(C)[CH3:3].[K+].[C:7]1([CH2:13][C:14]([O:16]C)=O)[CH:12]=[CH:11][CH:10]=[CH:9][CH:8]=1.CC(C)=O.Cl. Product: [C:7]1([CH2:13][C:14](=[O:16])[CH2:1][C:2](=[O:5])[CH3:3])[CH:8]=[CH:9][CH:10]=[CH:11][CH:12]=1. The catalyst class is: 1.